This data is from CYP2C9 inhibition data for predicting drug metabolism from PubChem BioAssay. The task is: Regression/Classification. Given a drug SMILES string, predict its absorption, distribution, metabolism, or excretion properties. Task type varies by dataset: regression for continuous measurements (e.g., permeability, clearance, half-life) or binary classification for categorical outcomes (e.g., BBB penetration, CYP inhibition). Dataset: cyp2c9_veith. (1) The drug is OCCNc1nc(SCc2ccccc2)nc2sc3c(c12)CCC3. The result is 1 (inhibitor). (2) The compound is Nc1nc2c(C(=O)NCc3cccs3)nnn2c2cccc(Cl)c12. The result is 0 (non-inhibitor). (3) The compound is O=C(NCc1ccccc1)c1sc(=S)n2c1[nH]c(=O)c1ccccc12. The result is 1 (inhibitor). (4) The molecule is O=S(=O)(c1cccc(C(F)(F)F)c1)N1c2ccccc2-n2cccc2[C@H]1c1cccnc1. The result is 0 (non-inhibitor). (5) The drug is Cc1cccc(NC(=S)NC(=O)CCc2ccccc2)c1. The result is 1 (inhibitor). (6) The compound is CCOC(=O)c1cccc(C(=O)OCC)n1. The result is 0 (non-inhibitor). (7) The compound is CCCCCCCCCCCCC/C=C\[C@@H](O)[C@H](CO)NC(C)=O. The result is 1 (inhibitor).